This data is from Catalyst prediction with 721,799 reactions and 888 catalyst types from USPTO. The task is: Predict which catalyst facilitates the given reaction. (1) Reactant: [Br:1][C:2]1[C:7]2[N:8]=[C:9](SC)[N:10]=[CH:11][C:6]=2[C:5](=[O:14])[N:4]([CH2:15][CH3:16])[CH:3]=1.ClC1C=CC=C(C(OO)=O)C=1.[CH3:28][N:29]1[CH2:34][CH2:33][N:32]([C:35]2[CH:41]=[CH:40][C:38]([NH2:39])=[CH:37][CH:36]=2)[CH2:31][CH2:30]1.C(N(C(C)C)C(C)C)C. Product: [Br:1][C:2]1[C:7]2[N:8]=[C:9]([NH:39][C:38]3[CH:37]=[CH:36][C:35]([N:32]4[CH2:31][CH2:30][N:29]([CH3:28])[CH2:34][CH2:33]4)=[CH:41][CH:40]=3)[N:10]=[CH:11][C:6]=2[C:5](=[O:14])[N:4]([CH2:15][CH3:16])[CH:3]=1. The catalyst class is: 93. (2) Reactant: [F:1][C:2]1[CH:7]=[CH:6][C:5]([F:8])=[CH:4][C:3]=1[C@H:9]1[CH2:13][CH2:12][CH2:11][N:10]1[C:14]1[CH:19]=[CH:18][N:17]2[N:20]=[CH:21][C:22]([NH:23][C:24]([N:26]3[CH2:30][CH2:29][C@H:28]([OH:31])[CH2:27]3)=[O:25])=[C:16]2[N:15]=1.[S:32](=[O:36])(=[O:35])([OH:34])[OH:33]. Product: [S:32]([OH:36])([OH:35])(=[O:34])=[O:33].[F:1][C:2]1[CH:7]=[CH:6][C:5]([F:8])=[CH:4][C:3]=1[C@H:9]1[CH2:13][CH2:12][CH2:11][N:10]1[C:14]1[CH:19]=[CH:18][N:17]2[N:20]=[CH:21][C:22]([NH:23][C:24]([N:26]3[CH2:30][CH2:29][C@H:28]([OH:31])[CH2:27]3)=[O:25])=[C:16]2[N:15]=1. The catalyst class is: 5. (3) Reactant: F[C:2]1[CH:10]=[CH:9][CH:8]=[C:7](F)[C:3]=1[C:4]([OH:6])=[O:5].[CH2:12]([N-:14][CH2:15][CH3:16])[CH3:13].[Li+].O. Product: [CH2:12]([N:14]([CH2:15][CH3:16])[C:2]1[CH:10]=[CH:9][CH:8]=[C:7]([N:14]([CH2:15][CH3:16])[CH2:12][CH3:13])[C:3]=1[C:4]([OH:6])=[O:5])[CH3:13]. The catalyst class is: 1. (4) Reactant: [Cl:1][C:2]1[CH:7]=[C:6]([Cl:8])[CH:5]=[CH:4][C:3]=1[N:9]1[C:13]([C:14]2[CH:19]=[CH:18][C:17]([OH:20])=[CH:16][CH:15]=2)=[C:12]([CH3:21])[C:11]([C:22]([NH:24][C:25]2[CH:30]=[CH:29][C:28]([CH3:31])=[CH:27][N:26]=2)=[O:23])=[N:10]1.C(N(CC)CC)C.[F:39][C:40]([F:48])([F:47])[CH2:41][CH2:42][S:43](Cl)(=[O:45])=[O:44]. Product: [F:39][C:40]([F:48])([F:47])[CH2:41][CH2:42][S:43]([O:20][C:17]1[CH:16]=[CH:15][C:14]([C:13]2[N:9]([C:3]3[CH:4]=[CH:5][C:6]([Cl:8])=[CH:7][C:2]=3[Cl:1])[N:10]=[C:11]([C:22]([NH:24][C:25]3[CH:30]=[CH:29][C:28]([CH3:31])=[CH:27][N:26]=3)=[O:23])[C:12]=2[CH3:21])=[CH:19][CH:18]=1)(=[O:45])=[O:44]. The catalyst class is: 2. (5) Reactant: Cl[C:2]1[CH:11]=[CH:10][N:9]=[C:8]2[C:3]=1[CH:4]=[CH:5][C:6]([CH3:12])=[N:7]2.[NH2:13][C:14]1[CH:19]=[C:18]([Br:20])[CH:17]=[CH:16][C:15]=1[S:21][C:22]1[CH:27]=[CH:26][C:25]([NH:28][C:29](=[O:31])[CH3:30])=[CH:24][CH:23]=1. Product: [Br:20][C:18]1[CH:17]=[CH:16][C:15]([S:21][C:22]2[CH:23]=[CH:24][C:25]([NH:28][C:29](=[O:31])[CH3:30])=[CH:26][CH:27]=2)=[C:14]([NH:13][C:2]2[C:3]3[C:8](=[N:7][C:6]([CH3:12])=[CH:5][CH:4]=3)[N:9]=[CH:10][CH:11]=2)[CH:19]=1. The catalyst class is: 8. (6) Reactant: [S-:1][C:2]#[N:3].[K+].[NH2:5][C:6]1[CH:25]=[CH:24][C:9]([O:10][C:11]2[CH:12]=[C:13]([NH:17][C:18](=[O:23])[C:19]([F:22])([F:21])[F:20])[CH:14]=[CH:15][CH:16]=2)=[CH:8][CH:7]=1.BrBr. Product: [NH2:3][C:2]1[S:1][C:25]2[CH:24]=[C:9]([O:10][C:11]3[CH:12]=[C:13]([NH:17][C:18](=[O:23])[C:19]([F:21])([F:22])[F:20])[CH:14]=[CH:15][CH:16]=3)[CH:8]=[CH:7][C:6]=2[N:5]=1. The catalyst class is: 15. (7) Reactant: [Cl:1][C:2]1[CH:7]=[CH:6][CH:5]=[CH:4][C:3]=1[C:8]1[CH:13]=[CH:12][N:11]=[CH:10][C:9]=1[N:14]([CH2:31][C:32](OC)=[O:33])[C:15](=[O:30])[C:16]1[CH:21]=[C:20]([C:22]([F:25])([F:24])[F:23])[CH:19]=[C:18]([C:26]([F:29])([F:28])[F:27])[CH:17]=1.[BH4-].[Na+].[NH4+].[Cl-].CCOC(C)=O. Product: [Cl:1][C:2]1[CH:7]=[CH:6][CH:5]=[CH:4][C:3]=1[C:8]1[CH:13]=[CH:12][N:11]=[CH:10][C:9]=1[N:14]([CH2:31][CH2:32][OH:33])[C:15](=[O:30])[C:16]1[CH:17]=[C:18]([C:26]([F:28])([F:29])[F:27])[CH:19]=[C:20]([C:22]([F:23])([F:24])[F:25])[CH:21]=1. The catalyst class is: 5.